This data is from Full USPTO retrosynthesis dataset with 1.9M reactions from patents (1976-2016). The task is: Predict the reactants needed to synthesize the given product. Given the product [C:21]1([C:2]2[N:7]=[C:6]([N:8]3[CH2:13][CH2:12][N:11]([C:14]([O:16][C:17]([CH3:20])([CH3:19])[CH3:18])=[O:15])[CH2:10][CH2:9]3)[CH:5]=[N:4][CH:3]=2)[CH:26]=[CH:25][CH:24]=[CH:23][CH:22]=1, predict the reactants needed to synthesize it. The reactants are: Cl[C:2]1[N:7]=[C:6]([N:8]2[CH2:13][CH2:12][N:11]([C:14]([O:16][C:17]([CH3:20])([CH3:19])[CH3:18])=[O:15])[CH2:10][CH2:9]2)[CH:5]=[N:4][CH:3]=1.[C:21]1(B(O)O)[CH:26]=[CH:25][CH:24]=[CH:23][CH:22]=1.P([O-])([O-])([O-])=O.[K+].[K+].[K+].